From a dataset of Full USPTO retrosynthesis dataset with 1.9M reactions from patents (1976-2016). Predict the reactants needed to synthesize the given product. (1) The reactants are: [CH3:1][S:2]([N:5]1[CH2:10][CH2:9][NH:8][CH2:7][CH2:6]1)(=[O:4])=[O:3].CO[C:13](=[O:22])[C:14]1[CH:19]=[CH:18][CH:17]=[C:16]([CH2:20]Br)[CH:15]=1.[Cl:23][C:24]1[CH:29]=[CH:28][C:27]([C@@H:30]2[C@:32]3([C:40]4[C:35](=[CH:36][CH:37]=[CH:38][CH:39]=4)[NH:34][C:33]3=[O:41])[CH2:31]2)=[CH:26][CH:25]=1. Given the product [Cl:23][C:24]1[CH:25]=[CH:26][C:27]([C@@H:30]2[C@:32]3([C:40]4[C:35](=[CH:36][CH:37]=[CH:38][CH:39]=4)[N:34]([CH2:20][C:16]4[CH:17]=[CH:18][CH:19]=[C:14]([C:13]([N:8]5[CH2:9][CH2:10][N:5]([S:2]([CH3:1])(=[O:4])=[O:3])[CH2:6][CH2:7]5)=[O:22])[CH:15]=4)[C:33]3=[O:41])[CH2:31]2)=[CH:28][CH:29]=1, predict the reactants needed to synthesize it. (2) Given the product [F:1][C:2]1[CH:7]=[C:6]([N:30]2[C@H:29]([CH3:28])[CH2:33][CH2:32][S:31]2(=[O:35])=[O:34])[CH:5]=[CH:4][C:3]=1[C:9]([N:11]1[CH2:16][CH2:15][N:14]([C:17]2[C:22]([CH3:23])=[CH:21][C:20]([C:24]([F:27])([F:26])[F:25])=[CH:19][N:18]=2)[CH2:13][CH2:12]1)=[O:10], predict the reactants needed to synthesize it. The reactants are: [F:1][C:2]1[CH:7]=[C:6](I)[CH:5]=[CH:4][C:3]=1[C:9]([N:11]1[CH2:16][CH2:15][N:14]([C:17]2[C:22]([CH3:23])=[CH:21][C:20]([C:24]([F:27])([F:26])[F:25])=[CH:19][N:18]=2)[CH2:13][CH2:12]1)=[O:10].[CH3:28][C@@H:29]1[CH2:33][CH2:32][S:31](=[O:35])(=[O:34])[NH:30]1. (3) Given the product [F:19][C:18]([F:20])([F:21])[C:17]([NH:16][C@H:12]1[C:13]2[C:8](=[C:7]([N+:23]([O-:25])=[O:24])[C:6]([CH2:5][OH:4])=[CH:15][CH:14]=2)[CH2:9][CH2:10][CH2:11]1)=[O:22], predict the reactants needed to synthesize it. The reactants are: C([O:4][CH2:5][C:6]1[CH:15]=[CH:14][C:13]2[C@H:12]([NH:16][C:17](=[O:22])[C:18]([F:21])([F:20])[F:19])[CH2:11][CH2:10][CH2:9][C:8]=2[C:7]=1[N+:23]([O-:25])=[O:24])(=O)C. (4) Given the product [Cl:21][C:26]1[C:11]([C:12]2[CH:17]=[CH:16][C:15]([O:18][CH3:19])=[CH:14][CH:13]=2)=[C:3]2[C:4]3[CH2:9][CH2:8][S:7][CH2:6][C:5]=3[S:10][C:2]2=[N:1][C:25]=1[CH2:31][Cl:23], predict the reactants needed to synthesize it. The reactants are: [NH2:1][C:2]1[S:10][C:5]2[CH2:6][S:7][CH2:8][CH2:9][C:4]=2[C:3]=1[C:11](=O)[C:12]1[CH:17]=[CH:16][C:15]([O:18][CH3:19])=[CH:14][CH:13]=1.[Cl-:21].[Al+3].[Cl-:23].[Cl-].[C:25]1([CH3:31])C=CC=C[CH:26]=1.O.